From a dataset of Catalyst prediction with 721,799 reactions and 888 catalyst types from USPTO. Predict which catalyst facilitates the given reaction. (1) Reactant: [OH:1][CH2:2][CH2:3][C:4]1[CH:13]=[CH:12][C:7]([C:8]([O:10][CH3:11])=[O:9])=[CH:6][N:5]=1.[BH3-]C#N.[Na+]. The catalyst class is: 52. Product: [OH:1][CH2:2][CH2:3][CH:4]1[NH:5][CH2:6][CH:7]([C:8]([O:10][CH3:11])=[O:9])[CH2:12][CH2:13]1. (2) Reactant: Cl[C:2]1[N:7]=[CH:6][C:5]([C:8]([O:10][CH2:11][CH3:12])=[O:9])=[CH:4][N:3]=1.[CH:13]1([CH2:16][NH2:17])[CH2:15][CH2:14]1.CCN(C(C)C)C(C)C. Product: [CH:13]1([CH2:16][NH:17][C:2]2[N:7]=[CH:6][C:5]([C:8]([O:10][CH2:11][CH3:12])=[O:9])=[CH:4][N:3]=2)[CH2:15][CH2:14]1. The catalyst class is: 3. (3) Reactant: [Br:1][C:2]1[CH:3]=[C:4]([C:12]([NH2:14])=O)[C:5]([F:11])=[C:6]([CH:10]=1)[C:7]([NH2:9])=O.P(Cl)(Cl)(Cl)=O.Cl. The catalyst class is: 18. Product: [Br:1][C:2]1[CH:3]=[C:4]([C:12]#[N:14])[C:5]([F:11])=[C:6]([CH:10]=1)[C:7]#[N:9]. (4) Reactant: Cl[C:2]1[N:3]([CH2:28][CH2:29][CH3:30])[C:4](=[O:27])[C:5]2[NH:6][C:7]([C:11]3[CH:12]=[N:13][N:14]([CH2:16][C:17]4[CH:22]=[CH:21][CH:20]=[C:19]([C:23]([F:26])([F:25])[F:24])[CH:18]=4)[CH:15]=3)=[N:8][C:9]=2[N:10]=1.[CH2:31](N(CC)CC)[CH3:32].Cl.C([NH:41][CH2:42][C:43]([OH:45])=[O:44])C.C(OCC)(=O)C. Product: [CH2:31]([O:45][C:43](=[O:44])[CH2:42][NH:41][C:2]1[N:3]([CH2:28][CH2:29][CH3:30])[C:4](=[O:27])[C:5]2[NH:6][C:7]([C:11]3[CH:12]=[N:13][N:14]([CH2:16][C:17]4[CH:22]=[CH:21][CH:20]=[C:19]([C:23]([F:26])([F:24])[F:25])[CH:18]=4)[CH:15]=3)=[N:8][C:9]=2[N:10]=1)[CH3:32]. The catalyst class is: 37. (5) Reactant: [C:1]([C:4]1[C:5]2[N:6]([N:10]=[C:11]([CH:23]3[CH2:25][CH2:24]3)[C:12]=2C(OCC2C=CC=CC=2)=O)[CH:7]=[CH:8][CH:9]=1)(=[O:3])[CH3:2].[OH-].[K+].Cl. Product: [C:1]([C:4]1[C:5]2[N:6]([N:10]=[C:11]([CH:23]3[CH2:25][CH2:24]3)[CH:12]=2)[CH:7]=[CH:8][CH:9]=1)(=[O:3])[CH3:2]. The catalyst class is: 40. (6) Reactant: [CH3:1][C:2]1[CH:3]=[C:4]([CH:6]=[CH:7][C:8]=1[N+:9]([O-:11])=[O:10])[NH2:5].[C:12](Cl)(=[O:16])[C:13]([CH3:15])=[CH2:14].O. Product: [CH3:15][C:13](=[CH2:14])[C:12]([NH:5][C:4]1[CH:6]=[CH:7][C:8]([N+:9]([O-:11])=[O:10])=[C:2]([CH3:1])[CH:3]=1)=[O:16]. The catalyst class is: 80. (7) Reactant: [Cl:1][C:2]1[CH:3]=[C:4]2[C:8](=[CH:9][CH:10]=1)[NH:7][CH:6]=[C:5]2[CH2:11][CH2:12][NH:13][C:14](=[O:23])[C:15]1[CH:20]=[CH:19][C:18]([CH2:21]Cl)=[CH:17][CH:16]=1.[CH3:24][O:25][C:26]1[CH:31]=[CH:30][C:29](B(O)O)=[CH:28][CH:27]=1.C(=O)([O-])[O-].[Na+].[Na+].[I-].[Na+]. Product: [Cl:1][C:2]1[CH:3]=[C:4]2[C:8](=[CH:9][CH:10]=1)[NH:7][CH:6]=[C:5]2[CH2:11][CH2:12][NH:13][C:14](=[O:23])[C:15]1[CH:20]=[CH:19][C:18]([CH2:21][C:29]2[CH:30]=[CH:31][C:26]([O:25][CH3:24])=[CH:27][CH:28]=2)=[CH:17][CH:16]=1. The catalyst class is: 437.